From a dataset of Full USPTO retrosynthesis dataset with 1.9M reactions from patents (1976-2016). Predict the reactants needed to synthesize the given product. (1) Given the product [OH:21][C:20]1([C:22]([F:23])([F:24])[F:25])[CH:19]([O:29][CH3:27])[C:18](=[O:26])[NH:3][C:4]2[NH:5][N:6]=[C:7]([C:9]3[CH:14]=[CH:13][CH:12]=[CH:11][CH:10]=3)[C:8]1=2, predict the reactants needed to synthesize it. The reactants are: C([NH:3][C:4]1[NH:5][N:6]=[C:7]([C:9]2[CH:14]=[CH:13][CH:12]=[CH:11][CH:10]=2)[CH:8]=1)C.C(O[C:18](=[O:26])[CH2:19][C:20]([C:22]([F:25])([F:24])[F:23])=[O:21])C.[C:27](O)(=[O:29])C. (2) Given the product [Cl:63][C:53]1[CH:52]=[C:51]([CH:56]=[CH:55][C:54]=1[N:57]1[CH2:62][CH2:61][N:60]([C:12]2[C:11]3[C:6](=[CH:7][C:8]([O:31][CH3:32])=[C:9]([O:29][CH3:30])[CH:10]=3)[N:5]=[C:4]([CH:1]3[CH2:3][CH2:2]3)[N:13]=2)[CH2:59][CH2:58]1)[C:50]([OH:49])=[O:64], predict the reactants needed to synthesize it. The reactants are: [CH:1]1([C:4]2[N:13]=[C:12](N3CCN(C4C=CC(F)=CC=4OC)CC3)[C:11]3[C:6](=[CH:7][C:8]([O:31][CH3:32])=[C:9]([O:29][CH3:30])[CH:10]=3)[N:5]=2)[CH2:3][CH2:2]1.FC1C=CC(N2CCNCC2)=C(OC)C=1.C[O:49][C:50](=[O:64])[C:51]1[CH:56]=[CH:55][C:54]([N:57]2[CH2:62][CH2:61][NH:60][CH2:59][CH2:58]2)=[C:53]([Cl:63])[CH:52]=1. (3) Given the product [C:7]1([S:13]([NH:16][C:17]2[CH:18]=[C:19]([C@@H:23]([OH:43])[CH2:24][NH:25][C:26]([CH3:41])([CH3:42])[CH2:27][CH2:28][N:29]3[C:37]4[C:32](=[CH:33][C:34]([C:38]([O:40][CH2:50][CH2:49][N:48]([CH:52]([CH3:54])[CH3:53])[CH:45]([CH3:47])[CH3:46])=[O:39])=[CH:35][CH:36]=4)[CH:31]=[CH:30]3)[CH:20]=[CH:21][CH:22]=2)(=[O:15])=[O:14])[CH:12]=[CH:11][CH:10]=[CH:9][CH:8]=1, predict the reactants needed to synthesize it. The reactants are: CC(C)([O-])C.[K+].[C:7]1([S:13]([NH:16][C:17]2[CH:18]=[C:19]([C@@H:23]([OH:43])[CH2:24][NH:25][C:26]([CH3:42])([CH3:41])[CH2:27][CH2:28][N:29]3[C:37]4[C:32](=[CH:33][C:34]([C:38]([OH:40])=[O:39])=[CH:35][CH:36]=4)[CH:31]=[CH:30]3)[CH:20]=[CH:21][CH:22]=2)(=[O:15])=[O:14])[CH:12]=[CH:11][CH:10]=[CH:9][CH:8]=1.Cl.[CH:45]([N:48]([CH:52]([CH3:54])[CH3:53])[CH2:49][CH2:50]Cl)([CH3:47])[CH3:46]. (4) Given the product [Cl:7][C:8]1[CH:9]=[C:10]([CH:11]=[CH:12][CH:13]=1)[O:14][C:19]1[N:20]=[CH:21][C:22]2[N:27]=[C:26]([C:28]3[CH:29]=[C:30]([CH3:50])[C:31]([O:32][CH:33]4[CH2:36][CH:35]([C:37]([O:39][CH2:40][C:41]5[CH:46]=[CH:45][CH:44]=[CH:43][CH:42]=5)=[O:38])[CH2:34]4)=[C:47]([CH3:49])[CH:48]=3)[O:25][C:23]=2[N:24]=1, predict the reactants needed to synthesize it. The reactants are: C(=O)([O-])[O-].[K+].[K+].[Cl:7][C:8]1[CH:9]=[C:10]([OH:14])[CH:11]=[CH:12][CH:13]=1.CS([C:19]1[N:20]=[CH:21][C:22]2[N:27]=[C:26]([C:28]3[CH:48]=[C:47]([CH3:49])[C:31]([O:32][CH:33]4[CH2:36][CH:35]([C:37]([O:39][CH2:40][C:41]5[CH:46]=[CH:45][CH:44]=[CH:43][CH:42]=5)=[O:38])[CH2:34]4)=[C:30]([CH3:50])[CH:29]=3)[O:25][C:23]=2[N:24]=1)(=O)=O.C(O)(=O)CC(CC(O)=O)(C(O)=O)O. (5) Given the product [CH3:14][C:7]1[CH:6]=[C:5](/[CH:4]=[CH:3]/[C:2]([F:1])([F:16])[F:15])[CH:13]=[CH:12][C:8]=1[C:9]([NH:33][C:25]1[CH:24]=[N:23][C:32]2[C:27]([CH:26]=1)=[CH:28][CH:29]=[CH:30][N:31]=2)=[O:11], predict the reactants needed to synthesize it. The reactants are: [F:1][C:2]([F:16])([F:15])/[CH:3]=[CH:4]/[C:5]1[CH:13]=[CH:12][C:8]([C:9]([OH:11])=O)=[C:7]([CH3:14])[CH:6]=1.C(Cl)(=O)C(Cl)=O.[N:23]1[C:32]2[C:27](=[CH:28][CH:29]=[CH:30][N:31]=2)[CH:26]=[C:25]([NH2:33])[CH:24]=1. (6) Given the product [CH3:59][C@@H:55]1[CH2:56][CH2:57][CH2:58][N:54]1[CH2:53][CH2:52][C:47]1[CH:46]=[CH:45][C:44]2[C:49](=[CH:50][CH:51]=[C:42]([C:28]3[CH:27]=[N:26][CH:31]=[CH:30][CH:29]=3)[CH:43]=2)[N:48]=1, predict the reactants needed to synthesize it. The reactants are: C1(P(C2CCCCC2)C2C=CC=CC=2C2C=CC=CC=2)CCCCC1.[N:26]1[CH:31]=[CH:30][CH:29]=[C:28](B(O)O)[CH:27]=1.C(=O)([O-])[O-].[Na+].[Na+].Br[C:42]1[CH:43]=[C:44]2[C:49](=[CH:50][CH:51]=1)[N:48]=[C:47]([CH2:52][CH2:53][N:54]1[CH2:58][CH2:57][CH2:56][C@H:55]1[CH3:59])[CH:46]=[CH:45]2. (7) Given the product [N:12]1([C:2]2[N:3]=[CH:4][C:5]([C:8]([OH:10])=[O:9])=[N:6][CH:7]=2)[CH:16]=[N:15][CH:14]=[N:13]1, predict the reactants needed to synthesize it. The reactants are: Cl[C:2]1[N:3]=[CH:4][C:5]([C:8]([O:10]C)=[O:9])=[N:6][CH:7]=1.[NH:12]1[CH:16]=[N:15][CH:14]=[N:13]1.C(=O)([O-])[O-].[K+].[K+].Cl.